Predict the product of the given reaction. From a dataset of Forward reaction prediction with 1.9M reactions from USPTO patents (1976-2016). (1) Given the reactants [Br:1][CH2:2][CH2:3]F.[C:5]([O:9][C:10](=[O:30])[N:11]([C:13]1[CH:18]=CC(C2C=CC3C(C=2)=NON=3)=[C:15]([O:28][CH3:29])[CH:14]=1)[CH3:12])([CH3:8])([CH3:7])[CH3:6].C(=O)([O-])[O-].[Cs+].[Cs+], predict the reaction product. The product is: [C:5]([O:9][C:10](=[O:30])[N:11]([C:13]1[CH:18]=[CH:3][C:2]([Br:1])=[C:15]([O:28][CH3:29])[CH:14]=1)[CH3:12])([CH3:8])([CH3:7])[CH3:6]. (2) Given the reactants [Br:1][C:2]1[CH:3]=[CH:4][C:5]([Cl:9])=[C:6]([OH:8])[CH:7]=1.Br[CH2:11][CH2:12][CH2:13][O:14][CH3:15].C([O-])([O-])=O.[K+].[K+].CN(C=O)C, predict the reaction product. The product is: [Br:1][C:2]1[CH:3]=[CH:4][C:5]([Cl:9])=[C:6]([O:8][CH2:11][CH2:12][CH2:13][O:14][CH3:15])[CH:7]=1. (3) Given the reactants Br[C:2]1[CH:3]=[C:4]([CH:8]([C:23]2([OH:29])[CH2:28][CH2:27][CH2:26][CH2:25][CH2:24]2)[CH2:9][N:10]2[CH2:15][CH2:14][N:13]([C:16]([O:18][C:19]([CH3:22])([CH3:21])[CH3:20])=[O:17])[CH2:12][CH2:11]2)[CH:5]=[CH:6][CH:7]=1.[CH3:30][N:31](C)C=O, predict the reaction product. The product is: [C:30]([C:2]1[CH:3]=[C:4]([CH:8]([C:23]2([OH:29])[CH2:24][CH2:25][CH2:26][CH2:27][CH2:28]2)[CH2:9][N:10]2[CH2:15][CH2:14][N:13]([C:16]([O:18][C:19]([CH3:20])([CH3:22])[CH3:21])=[O:17])[CH2:12][CH2:11]2)[CH:5]=[CH:6][CH:7]=1)#[N:31]. (4) Given the reactants [CH:1]12[O:7][CH:6]1[CH2:5][CH2:4][CH:3]([C:8]([O:10][CH2:11][CH3:12])=[O:9])[CH2:2]2.[BrH:13].C([O-])(O)=O.[Na+].C1(C)C=CC(S(O)(=O)=O)=CC=1, predict the reaction product. The product is: [Br:13][CH:6]1[CH2:5][CH2:4][CH:3]([C:8]([O:10][CH2:11][CH3:12])=[O:9])[CH2:2][CH:1]1[OH:7]. (5) Given the reactants [C:1]1([C:7]2[NH:8][C:9]3[C:14]([CH:15]=2)=[CH:13][CH:12]=[CH:11][CH:10]=3)[CH:6]=[CH:5][CH:4]=[CH:3][CH:2]=1.[H-].[Na+].Cl[CH2:19][C:20]1[CH:39]=[CH:38][C:23]([CH2:24][O:25][C:26]2[CH:31]=[CH:30][C:29]([CH2:32][CH2:33][C:34]([O:36][CH3:37])=[O:35])=[CH:28][CH:27]=2)=[CH:22][CH:21]=1, predict the reaction product. The product is: [C:1]1([C:7]2[N:8]([CH2:19][C:20]3[CH:39]=[CH:38][C:23]([CH2:24][O:25][C:26]4[CH:31]=[CH:30][C:29]([CH2:32][CH2:33][C:34]([O:36][CH3:37])=[O:35])=[CH:28][CH:27]=4)=[CH:22][CH:21]=3)[C:9]3[C:14]([CH:15]=2)=[CH:13][CH:12]=[CH:11][CH:10]=3)[CH:6]=[CH:5][CH:4]=[CH:3][CH:2]=1. (6) Given the reactants C([N:3](CC)CC)C.C(OC(Cl)=O)C(C)C.[CH3:16][O:17][CH2:18][O:19][C:20]1[CH:25]=[C:24]([O:26][CH2:27][O:28][CH3:29])[CH:23]=[CH:22][C:21]=1[CH:30]1[CH2:35][CH2:34][CH2:33][CH:32]([C:36]([OH:38])=O)[CH2:31]1.N, predict the reaction product. The product is: [CH3:16][O:17][CH2:18][O:19][C:20]1[CH:25]=[C:24]([O:26][CH2:27][O:28][CH3:29])[CH:23]=[CH:22][C:21]=1[CH:30]1[CH2:35][CH2:34][CH2:33][CH:32]([C:36]([NH2:3])=[O:38])[CH2:31]1.